From a dataset of NCI-60 drug combinations with 297,098 pairs across 59 cell lines. Regression. Given two drug SMILES strings and cell line genomic features, predict the synergy score measuring deviation from expected non-interaction effect. (1) Drug 1: C1CC(C1)(C(=O)O)C(=O)O.[NH2-].[NH2-].[Pt+2]. Drug 2: CC(C)NC(=O)C1=CC=C(C=C1)CNNC.Cl. Cell line: M14. Synergy scores: CSS=10.2, Synergy_ZIP=-6.60, Synergy_Bliss=-4.26, Synergy_Loewe=-3.92, Synergy_HSA=-4.57. (2) Drug 1: C1=NNC2=C1C(=O)NC=N2. Drug 2: C1CN(P(=O)(OC1)NCCCl)CCCl. Cell line: IGROV1. Synergy scores: CSS=-2.28, Synergy_ZIP=0.802, Synergy_Bliss=-1.74, Synergy_Loewe=-0.0719, Synergy_HSA=-3.95. (3) Drug 1: CC1=C(N=C(N=C1N)C(CC(=O)N)NCC(C(=O)N)N)C(=O)NC(C(C2=CN=CN2)OC3C(C(C(C(O3)CO)O)O)OC4C(C(C(C(O4)CO)O)OC(=O)N)O)C(=O)NC(C)C(C(C)C(=O)NC(C(C)O)C(=O)NCCC5=NC(=CS5)C6=NC(=CS6)C(=O)NCCC[S+](C)C)O. Drug 2: CC1C(C(CC(O1)OC2CC(CC3=C2C(=C4C(=C3O)C(=O)C5=C(C4=O)C(=CC=C5)OC)O)(C(=O)CO)O)N)O.Cl. Cell line: SN12C. Synergy scores: CSS=41.2, Synergy_ZIP=-9.54, Synergy_Bliss=-11.4, Synergy_Loewe=-7.58, Synergy_HSA=-6.65. (4) Drug 1: CC12CCC(CC1=CCC3C2CCC4(C3CC=C4C5=CN=CC=C5)C)O. Drug 2: CCCCC(=O)OCC(=O)C1(CC(C2=C(C1)C(=C3C(=C2O)C(=O)C4=C(C3=O)C=CC=C4OC)O)OC5CC(C(C(O5)C)O)NC(=O)C(F)(F)F)O. Cell line: HOP-62. Synergy scores: CSS=2.27, Synergy_ZIP=-0.414, Synergy_Bliss=-0.369, Synergy_Loewe=-1.56, Synergy_HSA=-1.56. (5) Drug 1: CC1C(C(CC(O1)OC2CC(OC(C2O)C)OC3=CC4=CC5=C(C(=O)C(C(C5)C(C(=O)C(C(C)O)O)OC)OC6CC(C(C(O6)C)O)OC7CC(C(C(O7)C)O)OC8CC(C(C(O8)C)O)(C)O)C(=C4C(=C3C)O)O)O)O. Drug 2: C1CCC(C(C1)N)N.C(=O)(C(=O)[O-])[O-].[Pt+4]. Cell line: M14. Synergy scores: CSS=41.2, Synergy_ZIP=-2.23, Synergy_Bliss=1.15, Synergy_Loewe=-1.89, Synergy_HSA=2.07. (6) Synergy scores: CSS=67.1, Synergy_ZIP=-2.40, Synergy_Bliss=-2.03, Synergy_Loewe=-31.8, Synergy_HSA=-2.02. Cell line: NCI-H460. Drug 1: C1=NC(=NC(=O)N1C2C(C(C(O2)CO)O)O)N. Drug 2: C1=NNC2=C1C(=O)NC=N2.